Dataset: Catalyst prediction with 721,799 reactions and 888 catalyst types from USPTO. Task: Predict which catalyst facilitates the given reaction. (1) Reactant: [Cl:1][C:2]1[CH:7]=[CH:6][CH:5]=[CH:4][C:3]=1[CH:8]([C:23]1[CH:28]=[CH:27][C:26]([C:29]([F:32])([F:31])[F:30])=[CH:25][CH:24]=1)[O:9][C:10]1[CH:19]=[CH:18][C:17]([N+:20]([O-])=O)=[CH:16][C:11]=1[C:12]([O:14][CH3:15])=[O:13].[Cl-].[Ca+2].[Cl-].C(O)C. The catalyst class is: 150. Product: [NH2:20][C:17]1[CH:18]=[CH:19][C:10]([O:9][CH:8]([C:3]2[CH:4]=[CH:5][CH:6]=[CH:7][C:2]=2[Cl:1])[C:23]2[CH:28]=[CH:27][C:26]([C:29]([F:30])([F:31])[F:32])=[CH:25][CH:24]=2)=[C:11]([CH:16]=1)[C:12]([O:14][CH3:15])=[O:13]. (2) Reactant: [CH3:1][S:2][C:3]1[CH:15]=[CH:14][C:6]([CH2:7][NH:8][CH2:9][CH:10]([OH:13])[CH2:11][CH3:12])=[CH:5][CH:4]=1.[C:16]([C:24]1[CH:32]=[C:31]([Br:33])[CH:30]=[CH:29][C:25]=1[C:26](O)=[O:27])(=O)[C:17]1[CH:22]=[CH:21][CH:20]=[CH:19][CH:18]=1.ON1C2C=CC=CC=2N=N1.CCN=C=NCCCN(C)C. Product: [Br:33][C:31]1[CH:32]=[C:24]2[C:25](=[CH:29][CH:30]=1)[C:26](=[O:27])[N:8]([CH2:7][C:6]1[CH:5]=[CH:4][C:3]([S:2][CH3:1])=[CH:15][CH:14]=1)[C:9]([C:10](=[O:13])[CH2:11][CH3:12])=[C:16]2[C:17]1[CH:22]=[CH:21][CH:20]=[CH:19][CH:18]=1. The catalyst class is: 338.